From a dataset of Catalyst prediction with 721,799 reactions and 888 catalyst types from USPTO. Predict which catalyst facilitates the given reaction. Reactant: [Cl:1][C:2]1[C:3]([O:12][C:13]2[CH:18]=[C:17]([OH:19])[CH:16]=[CH:15][C:14]=2[CH2:20][CH2:21][CH2:22][O:23][C:24]2[C:28]([CH2:29][C:30]([O:32]C)=[O:31])=[CH:27][N:26]([CH3:34])[N:25]=2)=[N:4][CH:5]=[C:6]([C:8]([F:11])([F:10])[F:9])[CH:7]=1.Cl[CH2:36][C:37]([N:39]([CH2:42][CH3:43])[CH2:40][CH3:41])=[O:38].C(=O)([O-])[O-].[K+].[K+].O1CCCC1CO.[OH-].[Na+].Cl. Product: [Cl:1][C:2]1[C:3]([O:12][C:13]2[CH:18]=[C:17]([O:19][CH2:36][C:37]([N:39]([CH2:42][CH3:43])[CH2:40][CH3:41])=[O:38])[CH:16]=[CH:15][C:14]=2[CH2:20][CH2:21][CH2:22][O:23][C:24]2[C:28]([CH2:29][C:30]([OH:32])=[O:31])=[CH:27][N:26]([CH3:34])[N:25]=2)=[N:4][CH:5]=[C:6]([C:8]([F:9])([F:10])[F:11])[CH:7]=1. The catalyst class is: 35.